From a dataset of Full USPTO retrosynthesis dataset with 1.9M reactions from patents (1976-2016). Predict the reactants needed to synthesize the given product. (1) Given the product [C:38]1([C:41]2[CH:42]=[CH:43][CH:44]=[CH:45][CH:46]=2)[CH:37]=[CH:36][C:35]([C:33]2[O:66][C:30]([CH3:29])=[C:31]([CH2:47][CH2:48][O:13][C:10]3[CH:9]=[CH:8][C:7]([CH2:6][C:5]([O:15][C:16]4[CH:17]=[CH:18][C:19]([CH:22]5[CH2:23][CH2:24][CH2:25][CH2:26][CH2:27]5)=[CH:20][CH:21]=4)([CH3:14])[C:4]([OH:3])=[O:28])=[CH:12][CH:11]=3)[N:32]=2)=[CH:40][CH:39]=1, predict the reactants needed to synthesize it. The reactants are: C([O:3][C:4](=[O:28])[C:5]([O:15][C:16]1[CH:21]=[CH:20][C:19]([CH:22]2[CH2:27][CH2:26][CH2:25][CH2:24][CH2:23]2)=[CH:18][CH:17]=1)([CH3:14])[CH2:6][C:7]1[CH:12]=[CH:11][C:10]([OH:13])=[CH:9][CH:8]=1)C.[CH3:29][C:30]1O[C:33]([C:35]2[CH:40]=[CH:39][C:38]([C:41]3[CH:46]=[CH:45][CH:44]=[CH:43][CH:42]=3)=[CH:37][CH:36]=2)=[N:32][C:31]=1[CH2:47][CH2:48]OS(C1C=CC(C)=CC=1)(=O)=O.C([O-])([O-])=O.[K+].[K+].[OH-:66].[Na+]. (2) Given the product [CH2:12]([O:19][CH2:20][CH2:21][O:22][C:23]1[CH:30]=[CH:29][C:26]([C:1]2[NH:2][C:3](=[O:11])[C:4]3[C:5]([CH:10]=2)=[CH:6][CH:7]=[CH:8][CH:9]=3)=[CH:25][C:24]=1[O:31][CH3:32])[C:13]1[CH:14]=[CH:15][CH:16]=[CH:17][CH:18]=1, predict the reactants needed to synthesize it. The reactants are: [CH3:1][NH:2][C:3](=[O:11])[C:4]1[CH:9]=[CH:8][CH:7]=[CH:6][C:5]=1[CH3:10].[CH2:12]([O:19][CH2:20][CH2:21][O:22][C:23]1[CH:30]=[CH:29][C:26](C#N)=[CH:25][C:24]=1[O:31][CH3:32])[C:13]1[CH:18]=[CH:17][CH:16]=[CH:15][CH:14]=1. (3) Given the product [CH:13]1([CH2:14][C:15]([O:7][CH3:6])=[O:16])[CH2:12][CH2:11][CH2:10]1, predict the reactants needed to synthesize it. The reactants are: C1(C[C:6](Cl)=[O:7])CCC1.N1[CH:14]=[CH:13][CH:12]=[CH:11][CH:10]=1.[CH3:15][OH:16]. (4) Given the product [NH2:1][C:2]1[C:3]2[N:4]([C:8]([C@H:12]3[CH2:29][N:16]4[C:17](=[O:28])[CH2:18][N:19]([C:21]([CH3:27])([CH3:26])[C:22]([O:24][CH3:25])=[O:23])[CH2:20][C@@H:15]4[CH2:14][CH2:13]3)=[N:9][C:10]=2[C:38]2[CH:56]=[CH:55][C:41]([C:42](=[O:43])[NH:44][C:45]3[CH:50]=[C:49]([C:51]([F:52])([F:53])[F:54])[CH:48]=[CH:47][N:46]=3)=[CH:40][CH:39]=2)[CH:5]=[CH:6][N:7]=1, predict the reactants needed to synthesize it. The reactants are: [NH2:1][C:2]1[C:3]2[N:4]([C:8]([C@H:12]3[CH2:29][N:16]4[C:17](=[O:28])[CH2:18][N:19]([C:21]([CH3:27])([CH3:26])[C:22]([O:24][CH3:25])=[O:23])[CH2:20][C@@H:15]4[CH2:14][CH2:13]3)=[N:9][C:10]=2Br)[CH:5]=[CH:6][N:7]=1.CC1(C)C(C)(C)OB([C:38]2[CH:56]=[CH:55][C:41]([C:42]([NH:44][C:45]3[CH:50]=[C:49]([C:51]([F:54])([F:53])[F:52])[CH:48]=[CH:47][N:46]=3)=[O:43])=[CH:40][CH:39]=2)O1.C([O-])([O-])=O.[K+].[K+]. (5) Given the product [CH2:1]([O:3][C:4](=[O:20])[C:5]1[CH:10]=[CH:9][C:8]([O:11][C:12]2[CH:17]=[CH:16][C:15]([CH2:18][NH:36][CH2:28][CH2:29][C:30]3[CH:35]=[CH:34][CH:33]=[CH:32][CH:31]=3)=[CH:14][CH:13]=2)=[N:7][CH:6]=1)[CH3:2], predict the reactants needed to synthesize it. The reactants are: [CH2:1]([O:3][C:4](=[O:20])[C:5]1[CH:10]=[CH:9][C:8]([O:11][C:12]2[CH:17]=[CH:16][C:15]([CH:18]=O)=[CH:14][CH:13]=2)=[N:7][CH:6]=1)[CH3:2].COC(OC)OC.[CH2:28]([NH2:36])[CH2:29][C:30]1[CH:35]=[CH:34][CH:33]=[CH:32][CH:31]=1.[BH4-].[Na+]. (6) Given the product [O:20]1[C:19]2[CH:23]=[CH:24][C:16]([O:15][C:5]([CH3:14])([CH2:6][C:7]3[CH:12]=[CH:11][C:10]([O:13][CH2:38][CH2:37][C:35]4[N:36]=[C:32]([CH:26]5[CH2:31][CH2:30][CH2:29][CH2:28][CH2:27]5)[O:33][C:34]=4[CH3:50])=[CH:9][CH:8]=3)[C:4]([OH:3])=[O:25])=[CH:17][C:18]=2[O:22][CH2:21]1, predict the reactants needed to synthesize it. The reactants are: C([O:3][C:4](=[O:25])[C:5]([O:15][C:16]1[CH:24]=[CH:23][C:19]2[O:20][CH2:21][O:22][C:18]=2[CH:17]=1)([CH3:14])[CH2:6][C:7]1[CH:12]=[CH:11][C:10]([OH:13])=[CH:9][CH:8]=1)C.[CH:26]1([C:32]2[O:33][C:34]([CH3:50])=[C:35]([CH2:37][CH2:38]OS(C3C=CC(C)=CC=3)(=O)=O)[N:36]=2)[CH2:31][CH2:30][CH2:29][CH2:28][CH2:27]1. (7) Given the product [CH3:28][O:27][C:20]1[CH:19]=[C:18]([CH:23]=[CH:22][C:21]=1[N+:24]([O-:26])=[O:25])[C:16]([C:9]1[N:10]2[C:15]([CH:14]=[CH:13][CH:12]=[CH:11]2)=[C:7]([NH:6][S:1]([CH3:4])(=[O:3])=[O:2])[C:8]=1[CH3:29])=[O:17], predict the reactants needed to synthesize it. The reactants are: [S:1](Cl)([CH3:4])(=[O:3])=[O:2].[NH2:6][C:7]1[C:8]([CH3:29])=[C:9]([C:16]([C:18]2[CH:23]=[CH:22][C:21]([N+:24]([O-:26])=[O:25])=[C:20]([O:27][CH3:28])[CH:19]=2)=[O:17])[N:10]2[C:15]=1[CH:14]=[CH:13][CH:12]=[CH:11]2.